Dataset: Reaction yield outcomes from USPTO patents with 853,638 reactions. Task: Predict the reaction yield, written as a fraction of the theoretical maximum amount of product (1.0 means a 100% yield; for example, 0.34 means a 34% yield). (1) The reactants are [I:1][C:2]1[N:6]([CH2:7][O:8][CH2:9][CH2:10][Si:11]([CH3:14])([CH3:13])[CH3:12])[C:5]([C:15]2([OH:19])[CH2:18][O:17][CH2:16]2)=[N:4][C:3]=1[CH3:20].[H-].[Na+].[CH3:23]I. The catalyst is O1CCCC1. The product is [I:1][C:2]1[N:6]([CH2:7][O:8][CH2:9][CH2:10][Si:11]([CH3:14])([CH3:13])[CH3:12])[C:5]([C:15]2([O:19][CH3:23])[CH2:18][O:17][CH2:16]2)=[N:4][C:3]=1[CH3:20]. The yield is 0.850. (2) The reactants are Cl.C([C:4]1[CH:9]=[CH:8][C:7]([N:10]2[CH2:15][CH2:14][NH:13][CH2:12][CH2:11]2)=[CH:6][CH:5]=1)#N.I[CH2:17][CH2:18][CH2:19][CH2:20][CH2:21][CH2:22][CH2:23][CH3:24].[C:25]([O-:28])([O-])=[O:26].[K+].[K+].S(=O)(=O)(O)O. The catalyst is O.CCOC(C)=O.C(O)(=O)C.CC#N. The product is [CH2:17]([N:13]1[CH2:14][CH2:15][N:10]([C:7]2[CH:8]=[CH:9][C:4]([C:25]([OH:28])=[O:26])=[CH:5][CH:6]=2)[CH2:11][CH2:12]1)[CH2:18][CH2:19][CH2:20][CH2:21][CH2:22][CH2:23][CH3:24]. The yield is 0.640. (3) The reactants are [C:1]([C:4]1[CH:11]=[CH:10][C:7]([C:8]#[N:9])=[CH:6][CH:5]=1)(=[O:3])[CH3:2].CO.C(O)=O.C(N(CC)CC)C.NCCNCCNCCN. The catalyst is O. The product is [OH:3][C@@H:1]([C:4]1[CH:11]=[CH:10][C:7]([C:8]#[N:9])=[CH:6][CH:5]=1)[CH3:2]. The yield is 0.769. (4) The reactants are [CH3:1][C:2]1[CH:3]=[N+:4]([O-:9])[CH:5]=[C:6]([CH3:8])[CH:7]=1.C([O-])(=O)C.C([O-])(=O)C.C([O-])(=O)C.[Tl+3].[Br:23]Br. The catalyst is C(O)(=O)C. The product is [Br:23][C:7]1[C:6]([CH3:8])=[CH:5][N+:4]([O-:9])=[CH:3][C:2]=1[CH3:1]. The yield is 0.540. (5) The reactants are [NH2:1][C:2]1[CH:7]=[CH:6][CH:5]=[CH:4][C:3]=1[SH:8].[Br:9][C:10]1[CH:11]=[C:12]([CH:15]=[CH:16][C:17]=1[OH:18])[CH:13]=O. The catalyst is CO. The product is [S:8]1[C:3]2[CH:4]=[CH:5][CH:6]=[CH:7][C:2]=2[N:1]=[C:13]1[C:12]1[CH:15]=[CH:16][C:17]([OH:18])=[C:10]([Br:9])[CH:11]=1. The yield is 0.380. (6) The product is [F:1][C:2]1[CH:3]=[CH:4][C:5]([S:8][CH2:9][CH2:10][CH2:11][C:12]([NH:25][C:15]2[C:24]3[C:19](=[CH:20][CH:21]=[CH:22][CH:23]=3)[CH:18]=[CH:17][CH:16]=2)=[O:14])=[CH:6][CH:7]=1. The reactants are [F:1][C:2]1[CH:7]=[CH:6][C:5]([S:8][CH2:9][CH2:10][CH2:11][C:12]([OH:14])=O)=[CH:4][CH:3]=1.[C:15]1([NH2:25])[C:24]2[C:19](=[CH:20][CH:21]=[CH:22][CH:23]=2)[CH:18]=[CH:17][CH:16]=1. No catalyst specified. The yield is 0.830. (7) No catalyst specified. The product is [NH:8]1[CH2:9][CH:10]([CH2:12][N:13]2[CH2:14][CH2:15][CH2:16][CH2:17][CH2:18]2)[CH2:11]1. The reactants are C(OC([N:8]1[CH2:11][CH:10]([CH2:12][N:13]2[CH2:18][CH2:17][CH2:16][CH2:15][CH2:14]2)[CH2:9]1)=O)(C)(C)C.C(O)(C(F)(F)F)=O.C(Cl)Cl.FC(F)(F)C(O)=O. The yield is 1.00. (8) The reactants are [F:1][C:2]1[CH:7]=[CH:6][CH:5]=[CH:4][C:3]=1[N:8]1[C:17](=[O:18])[C:16]2[C:11](=[CH:12][CH:13]=[CH:14][CH:15]=2)[N:10]=[C:9]1[C@@H:19]([NH:22]C(=O)OC(C)(C)C)[CH2:20][CH3:21].Cl. The catalyst is CCOC(C)=O.O. The product is [NH2:22][C@H:19]([C:9]1[N:8]([C:3]2[CH:4]=[CH:5][CH:6]=[CH:7][C:2]=2[F:1])[C:17](=[O:18])[C:16]2[C:11](=[CH:12][CH:13]=[CH:14][CH:15]=2)[N:10]=1)[CH2:20][CH3:21]. The yield is 1.00. (9) The reactants are O=[C:2]1[CH2:6][CH2:5][C@@H:4]([C:7]([OH:9])=[O:8])[N:3]1[C:10]([OH:12])=[O:11].[Li+].[B-](CC)(CC)CC.C(N(C(C)C)C(C)C)C.CN(C1C=CC=CN=1)C.FC(F)(F)C(OC(=O)C(F)(F)F)=O. The catalyst is C1(C)C=CC=CC=1.O. The product is [N:3]1([C:10]([OH:12])=[O:11])[CH:4]([C:7]([OH:9])=[O:8])[CH2:5][CH:6]=[CH:2]1. The yield is 1.00.